Predict the product of the given reaction. From a dataset of Forward reaction prediction with 1.9M reactions from USPTO patents (1976-2016). (1) Given the reactants [CH2:1]([O:8][C:9]1[CH:30]=[C:29]([CH2:31][CH3:32])[CH:28]=[CH:27][C:10]=1[O:11][C:12]1[CH:17]=[CH:16][C:15]([N:18]2[CH2:22][CH:21]([CH2:23][OH:24])[O:20][C:19]2=[O:25])=[CH:14][C:13]=1[F:26])[C:2]1[CH:7]=[CH:6][CH:5]=[CH:4][CH:3]=1.C(N(CC)CC)C.[CH3:40][S:41](Cl)(=[O:43])=[O:42], predict the reaction product. The product is: [CH2:1]([O:8][C:9]1[CH:30]=[C:29]([CH2:31][CH3:32])[CH:28]=[CH:27][C:10]=1[O:11][C:12]1[CH:17]=[CH:16][C:15]([N:18]2[CH2:22][CH:21]([CH2:23][O:24][S:41]([CH3:40])(=[O:43])=[O:42])[O:20][C:19]2=[O:25])=[CH:14][C:13]=1[F:26])[C:2]1[CH:3]=[CH:4][CH:5]=[CH:6][CH:7]=1. (2) Given the reactants [CH:1]([C@@H:4]1[CH2:8][O:7][C:6](=[O:9])[N:5]1[C:10](=[O:15])/[C:11](/[CH3:14])=[CH:12]/[CH3:13])([CH3:3])[CH3:2].C[Si]([N-][Si](C)(C)C)(C)C.[Na+].C1(C)C=CC=CC=1.[CH3:33][Si:34]([CH3:41])([CH3:40])[CH2:35][CH2:36][O:37][CH2:38]Cl, predict the reaction product. The product is: [CH:1]([C@@H:4]1[CH2:8][O:7][C:6](=[O:9])[N:5]1[C:10](=[O:15])[C@@:11]([CH3:14])([CH2:38][O:37][CH2:36][CH2:35][Si:34]([CH3:41])([CH3:40])[CH3:33])[CH:12]=[CH2:13])([CH3:3])[CH3:2]. (3) Given the reactants [F:1][C:2]1[CH:3]=[N:4][N:5]([CH3:15])[C:6]=1[C:7]1[CH:8]=[C:9]([C:12]([OH:14])=O)[S:10][CH:11]=1.[NH2:16][C@@H:17]([CH2:30][C:31]1[CH:36]=[CH:35][CH:34]=[CH:33][C:32]=1[C:37]([F:40])([F:39])[F:38])[CH2:18][N:19]1[C:27](=[O:28])[C:26]2[C:21](=[CH:22][CH:23]=[CH:24][CH:25]=2)[C:20]1=[O:29].C(N(C(C)C)CC)(C)C.C1CN([P+](Br)(N2CCCC2)N2CCCC2)CC1.F[P-](F)(F)(F)(F)F, predict the reaction product. The product is: [O:28]=[C:27]1[C:26]2[C:21](=[CH:22][CH:23]=[CH:24][CH:25]=2)[C:20](=[O:29])[N:19]1[CH2:18][C@@H:17]([NH:16][C:12]([C:9]1[S:10][CH:11]=[C:7]([C:6]2[N:5]([CH3:15])[N:4]=[CH:3][C:2]=2[F:1])[CH:8]=1)=[O:14])[CH2:30][C:31]1[CH:36]=[CH:35][CH:34]=[CH:33][C:32]=1[C:37]([F:39])([F:38])[F:40].